Predict the product of the given reaction. From a dataset of Forward reaction prediction with 1.9M reactions from USPTO patents (1976-2016). (1) Given the reactants [CH2:1]([O:3][C:4](=[O:15])[CH2:5][C:6]1[CH:11]=[CH:10][C:9]([OH:12])=[C:8]([CH3:13])[C:7]=1[CH3:14])[CH3:2].[CH3:16][C:17]1[CH:18]=[C:19]([CH:22]=[CH:23][C:24]=1F)[C:20]#[N:21].[NH2:26][C:27]1[CH:32]=[CH:31][C:30]([S:33]([NH2:36])(=[O:35])=[O:34])=[CH:29][C:28]=1[Cl:37], predict the reaction product. The product is: [CH2:1]([O:3][C:4](=[O:15])[CH2:5][C:6]1[CH:11]=[CH:10][C:9]([OH:12])=[C:8]([CH3:13])[C:7]=1[CH3:14])[CH3:2].[Cl:37][C:28]1[CH:29]=[C:30]([S:33](=[O:34])(=[O:35])[NH2:36])[CH:31]=[CH:32][C:27]=1[NH:26][C:4](=[O:15])[CH2:5][C:6]1[CH:11]=[CH:10][C:9]([O:12][C:24]2[CH:23]=[CH:22][C:19]([C:20]#[N:21])=[CH:18][C:17]=2[CH3:16])=[C:8]([CH3:13])[C:7]=1[CH3:14]. (2) Given the reactants C(OC([N:8]1[CH2:13][CH2:12][N:11]([C:14](=[O:27])[CH2:15][CH2:16][C:17]2[C:25]3[C:24](=[O:26])[CH2:23][CH2:22][CH2:21][C:20]=3[NH:19][CH:18]=2)[CH2:10][CH2:9]1)=O)(C)(C)C.FC(F)(F)C(O)=O, predict the reaction product. The product is: [O:27]=[C:14]([N:11]1[CH2:10][CH2:9][NH:8][CH2:13][CH2:12]1)[CH2:15][CH2:16][C:17]1[C:25]2[C:24](=[O:26])[CH2:23][CH2:22][CH2:21][C:20]=2[NH:19][CH:18]=1. (3) Given the reactants [F:1][C:2]([F:42])([F:41])[C:3]1[CH:4]=[C:5]([C:13]([CH3:40])([CH3:39])[C:14]([N:16]([CH3:38])[C:17]2[CH:18]=[N:19][C:20]([C:30]#[C:31][C:32]3[CH:37]=[CH:36][CH:35]=[CH:34][CH:33]=3)=[CH:21][C:22]=2[C:23]2[CH:28]=[CH:27][CH:26]=[CH:25][C:24]=2[CH3:29])=[O:15])[CH:6]=[C:7]([C:9]([F:12])([F:11])[F:10])[CH:8]=1.C(N)CN, predict the reaction product. The product is: [F:42][C:2]([F:1])([F:41])[C:3]1[CH:4]=[C:5]([C:13]([CH3:40])([CH3:39])[C:14]([N:16]([CH3:38])[C:17]2[CH:18]=[N:19][C:20](/[CH:30]=[CH:31]\[C:32]3[CH:33]=[CH:34][CH:35]=[CH:36][CH:37]=3)=[CH:21][C:22]=2[C:23]2[CH:28]=[CH:27][CH:26]=[CH:25][C:24]=2[CH3:29])=[O:15])[CH:6]=[C:7]([C:9]([F:10])([F:11])[F:12])[CH:8]=1.